This data is from Forward reaction prediction with 1.9M reactions from USPTO patents (1976-2016). The task is: Predict the product of the given reaction. Given the reactants [C:1]([N:4]1[C:13]2[C:8](=[CH:9][C:10]([NH:14][C:15](=[O:23])[C:16]3[CH:21]=[CH:20][CH:19]=[CH:18][C:17]=3[OH:22])=[CH:11][CH:12]=2)[C:7]([C:25]2[CH:30]=[CH:29][CH:28]=[CH:27][CH:26]=2)([CH3:24])[CH2:6][C:5]1([CH3:32])[CH3:31])(=[O:3])[CH3:2].[CH3:33][S:34](Cl)(=[O:36])=[O:35], predict the reaction product. The product is: [C:1]([N:4]1[C:13]2[C:8](=[CH:9][C:10]([NH:14][C:15](=[O:23])[C:16]3[CH:21]=[CH:20][CH:19]=[CH:18][C:17]=3[O:22][S:34]([CH3:33])(=[O:36])=[O:35])=[CH:11][CH:12]=2)[C:7]([C:25]2[CH:30]=[CH:29][CH:28]=[CH:27][CH:26]=2)([CH3:24])[CH2:6][C:5]1([CH3:32])[CH3:31])(=[O:3])[CH3:2].